Task: Binary Classification. Given a miRNA mature sequence and a target amino acid sequence, predict their likelihood of interaction.. Dataset: Experimentally validated miRNA-target interactions with 360,000+ pairs, plus equal number of negative samples (1) The miRNA is hsa-miR-1909-3p with sequence CGCAGGGGCCGGGUGCUCACCG. The protein sequence of the target gene is MAMWQGAMDNRGFQQGSFSSFQNSSSDEDLMDIPATAMDFSMRDDVPPLDREVGEDKSYNGGGIGSSNRIMDFLEEPIPGVGTYDDFNTIDWVREKSRDRDRHREITNKSKESTWALIHSVSDAFSGWLLMLLIGLLSGSLAGLIDISAHWMTDLKEGICTGGFWFNHEHCCWNSEHVTFEERDKCPEWNSWSQLIISTDEGAFAYIVNYFMYVLWALLFAFLAVSLVKVFAPYACGSGIPEIKTILSGFIIRGYLGKWTLVIKTITLVLAVSSGLSLGKEGPLVHVACCCGNILCHCFN.... Result: 1 (interaction). (2) The miRNA is hsa-miR-6831-5p with sequence UAGGUAGAGUGUGAGGAGGAGGUC. The protein sequence of the target gene is MAAKVFESIGKFGLALAVAGGVVNSALYNVDAGHRAVIFDRFRGVQDIVVGEGTHFLIPWVQKPIIFDCRSRPRNVPVITGSKDLQNVNITLRILFRPVASQLPRIFTSIGEDYDERVLPSITTEILKSVVARFDAGELITQRELVSRQVSDDLTERAATFGLILDDVSLTHLTFGKEFTEAVEAKQVAQQEAERARFVVEKAEQQKKAAIISAEGDSKAAELIANSLATAGDGLIELRKLEAAEDIAYQLSRSRNITYLPAGQSVLLQLPQ. Result: 0 (no interaction). (3) Result: 1 (interaction). The miRNA is hsa-miR-4307 with sequence AAUGUUUUUUCCUGUUUCC. The protein sequence of the target gene is MADTDLFMECEEEELEPWQKISDVIEDSVVEDYNSVDKTTTVSVSQQPVSAPVPIAAHASVAGHLSTSTTVSSSGAQNSDSTKKTLVTLIANNNAGNPLVQQGGQPLILTQNPAPGLGTMVTQPVLRPVQVMQNANHVTSSPVASQPIFITTQGFPVRNVRPVQNAMNQVGIVLNVQQGQTVRPITLVPAPGTQFVKPTVGVPQVFSQMTPVRPGSTMPVRPTTNTFTTVIPATLTIRSTVPQSQSQQTKSTPSTSTTPTATQPTSLGQLAVQSPGQSNQTTNPKLAPSFPSPPAVSIAS.... (4) The miRNA is hsa-miR-5590-3p with sequence AAUAAAGUUCAUGUAUGGCAA. The protein sequence of the target gene is MSQVQVQVQNPSAALSGSQILNKNQSLLSQPLMSIPSTTSSLPSENAGRPIQNSALPSASITSTSAAAESITPTVELNALCMKLGKKPMYKPVDPYSRMQSTYNYNMRGGAYPPRYFYPFPVPPLLYQVELSVGGQQFNGKGKTRQAAKHDAAAKALRILQNEPLPERLEVNGRESEEENLNKSEISQVFEIALKRNLPVNFEVARESGPPHMKNFVTKVSVGEFVGEGEGKSKKISKKNAAIAVLEELKKLPPLPAVERVKPRIKKKTKPIVKPQTSPEYGQGINPISRLAQIQQAKKE.... Result: 0 (no interaction). (5) The miRNA is mmu-miR-15a-5p with sequence UAGCAGCACAUAAUGGUUUGUG. The protein sequence of the target gene is MDVPGVNTTSANTTFSPGTSTLCVRDYKITQVLFPLLYTVLFFAGLITNSLAMRIFFQIRSKSNFIIFLKNTVISDLLMILTFPFKILSDAKLGAGPLRTLVCQVTSVTFYFTMYISISFLGLITIDRYLKTTRPFKTSSPSNLLGAKILSVVIWAFMFLISLPNMILTNRRPKDKDVTKCSFLKSEFGLVWHEIVNYICQVIFWINFLIVIVCYSLITKELYRSYVRTRGSAKVPKKKVNVKVFIIIAVFFICFVPFHFARIPYTLSQTRAVFDCSAENTLFYVKESTLWLTSLNACLD.... Result: 1 (interaction). (6) The miRNA is hsa-miR-5089-5p with sequence GUGGGAUUUCUGAGUAGCAUC. The protein sequence of the target gene is MENSEKTEVVLLACGSFNPITNMHLRLFELAKDYMNGTGRYTVVKGIISPVGDAYKKKGLIPAYHRVIMAELATKNSKWVEVDTWESLQKEWKETLKVLRHHQEKLEASDCDHQQNSPTLERPGRKRKWTETQDSSQKKSLEPKTKAVPKVKLLCGADLLESFAVPNLWKSEDITQIVANYGLICVTRAGNDAQKFIYESDVLWKHRSNIHVVNEWIANDISSTKIRRALRRGQSIRYLVPDLVQEYIEKHNLYSSESEDRNAGVILAPLQRNTAEAKT. Result: 1 (interaction). (7) The protein sequence of the target gene is MAENNENISKNVDVRPKTSRSRSADRKDGYVWSGKKLSWSKKSESYSDAETVNGIEKTEVSLRNQERKHSCSSIELDLDHSCGHRFLGRSLKQKLQDAVGQCFPIKNCSSRHSSGLPSKRKIHISELMLDKCPFPPRSDLAFRWHFIKRHTAPINSKSDEWVSTDLSQTELRDGQLKRRNMEENINCFSHTNVQPCVITTDNALCREGPMTGSVMNLVSNNSIEDSDMDSDDEILTLCTSSRKRNKPKWDLDDEILQLETPPKYHTQIDYVHCLVPDLLQINNNPCYWGVMDKYAAEALL.... Result: 1 (interaction). The miRNA is hsa-miR-19b-3p with sequence UGUGCAAAUCCAUGCAAAACUGA.